From a dataset of Orexin1 receptor HTS with 218,158 compounds and 233 confirmed actives. Binary Classification. Given a drug SMILES string, predict its activity (active/inactive) in a high-throughput screening assay against a specified biological target. The drug is Clc1cc(C(=O)N2CCCC2)c(NC(=O)c2cc([N+]([O-])=O)ccc2)cc1. The result is 0 (inactive).